From a dataset of Reaction yield outcomes from USPTO patents with 853,638 reactions. Predict the reaction yield, written as a fraction of the theoretical maximum amount of product (1.0 means a 100% yield; for example, 0.34 means a 34% yield). The reactants are [N+:1]([C:4]1[CH:5]=[CH:6][C:7](Cl)=[N:8][CH:9]=1)([O-:3])=[O:2].[NH:11]1[CH2:16][CH2:15][CH:14]([C:17]([NH2:19])=[O:18])[CH2:13][CH2:12]1.C(=O)([O-])[O-].[K+].[K+]. The catalyst is O1CCOCC1.O. The product is [N+:1]([C:4]1[CH:5]=[CH:6][C:7]([N:11]2[CH2:16][CH2:15][CH:14]([C:17]([NH2:19])=[O:18])[CH2:13][CH2:12]2)=[N:8][CH:9]=1)([O-:3])=[O:2]. The yield is 1.12.